From a dataset of Forward reaction prediction with 1.9M reactions from USPTO patents (1976-2016). Predict the product of the given reaction. (1) Given the reactants [Cl:1][C:2]1[CH:9]=[C:6]([CH:7]=[O:8])[C:5]([OH:10])=[CH:4][CH:3]=1.[CH2:11](Br)[C:12]1[CH:17]=[CH:16][CH:15]=[CH:14][CH:13]=1.C([O-])([O-])=O.[K+].[K+].CCOCC, predict the reaction product. The product is: [CH2:11]([O:10][C:5]1[CH:4]=[CH:3][C:2]([Cl:1])=[CH:9][C:6]=1[CH:7]=[O:8])[C:12]1[CH:17]=[CH:16][CH:15]=[CH:14][CH:13]=1. (2) The product is: [CH3:16][C:15]1[S:18][CH:2]=[C:3]([CH:5]2[CH2:10][CH2:9][CH2:8][CH2:7][CH:6]2[C:11]([O:13][CH3:14])=[O:12])[N:17]=1. Given the reactants Cl[CH2:2][C:3]([CH:5]1[CH2:10][CH2:9][CH2:8][CH2:7][CH:6]1[C:11]([O:13][CH3:14])=[O:12])=O.[C:15](=[S:18])([NH2:17])[CH3:16], predict the reaction product.